This data is from hERG Central: cardiac toxicity at 1µM, 10µM, and general inhibition. The task is: Predict hERG channel inhibition at various concentrations. The compound is CCOc1ccc2[nH]c3c(N4CCN(c5ccccn5)CC4)ncnc3c2c1. Results: hERG_inhib (hERG inhibition (general)): blocker.